Predict the reactants needed to synthesize the given product. From a dataset of Retrosynthesis with 50K atom-mapped reactions and 10 reaction types from USPTO. (1) The reactants are: COCCOCCOCCOCCOCCOCCOCCOCCOCCOCc1ccccc1. Given the product COCCOCCOCCOCCOCCOCCOCCOCCOCCO, predict the reactants needed to synthesize it. (2) Given the product C[C@@H](COC(C)(C)C)Oc1cc(Br)cc(C#N)c1, predict the reactants needed to synthesize it. The reactants are: C[C@H](O)COC(C)(C)C.N#Cc1cc(F)cc(Br)c1. (3) Given the product CN(C)Cc1ncc2n1C(=O)N(C1CCNCC1)C2, predict the reactants needed to synthesize it. The reactants are: CN(C)Cc1ncc2n1C(=O)N(C1CCN(Cc3ccccc3)CC1)C2. (4) Given the product COc1cc(N2CCN(C(C)C)CC2)c(F)cc1N, predict the reactants needed to synthesize it. The reactants are: COc1cc(N2CCN(C(C)C)CC2)c(F)cc1[N+](=O)[O-]. (5) Given the product C#CCNC(=O)c1cccc(F)c1Nc1nc(Nc2ccc3c(c2)OCCCN3C(=O)OC(C)C)ncc1Cl, predict the reactants needed to synthesize it. The reactants are: C#CCNC(=O)c1cccc(F)c1Nc1nc(Cl)ncc1Cl.CC(C)OC(=O)N1CCCOc2cc(N)ccc21. (6) Given the product N#Cc1ccc(Oc2cc(Cl)cc(Cl)c2)c(S(=O)(=O)N2CCC(NC(=O)NCCN3CCOCC3)CC2)c1, predict the reactants needed to synthesize it. The reactants are: C1COCCN1.N#Cc1ccc(Oc2cc(Cl)cc(Cl)c2)c(S(=O)(=O)N2CCC(NC(=O)NCCCl)CC2)c1. (7) Given the product N=C(N)Nc1c(Cl)cccc1Cl, predict the reactants needed to synthesize it. The reactants are: N#CN.Nc1c(Cl)cccc1Cl.